From a dataset of Full USPTO retrosynthesis dataset with 1.9M reactions from patents (1976-2016). Predict the reactants needed to synthesize the given product. (1) Given the product [OH:24][C:21]([CH3:23])([CH3:22])[CH2:20][CH2:19][C:13]1([CH:16]([CH3:18])[CH3:17])[O:12][C:11](=[O:25])[N:10]([C@H:8]([C:5]2[CH:6]=[CH:7][C:2]([B:29]3[O:30][C:31]([CH3:33])([CH3:32])[C:27]([CH3:43])([CH3:26])[O:28]3)=[CH:3][CH:4]=2)[CH3:9])[CH2:15][CH2:14]1, predict the reactants needed to synthesize it. The reactants are: Br[C:2]1[CH:7]=[CH:6][C:5]([C@@H:8]([N:10]2[CH2:15][CH2:14][C:13]([CH2:19][CH2:20][C:21]([OH:24])([CH3:23])[CH3:22])([CH:16]([CH3:18])[CH3:17])[O:12][C:11]2=[O:25])[CH3:9])=[CH:4][CH:3]=1.[CH3:26][C:27]1([CH3:43])[C:31]([CH3:33])([CH3:32])[O:30][B:29]([B:29]2[O:30][C:31]([CH3:33])([CH3:32])[C:27]([CH3:43])([CH3:26])[O:28]2)[O:28]1.CC([O-])=O.[K+].O. (2) Given the product [ClH:40].[NH:8]1[CH2:13][CH2:12][CH2:11][CH:10]([NH:14][C:15]([C:17]2[C:25]3[C:20](=[N:21][CH:22]=[C:23]([CH:26]4[CH2:28][CH2:27]4)[N:24]=3)[N:19]([CH2:29][O:30][CH2:31][CH2:32][Si:33]([CH3:36])([CH3:35])[CH3:34])[CH:18]=2)=[O:16])[CH2:9]1, predict the reactants needed to synthesize it. The reactants are: C(OC([N:8]1[CH2:13][CH2:12][CH2:11][CH:10]([NH:14][C:15]([C:17]2[C:25]3[C:20](=[N:21][CH:22]=[C:23]([CH:26]4[CH2:28][CH2:27]4)[N:24]=3)[N:19]([CH2:29][O:30][CH2:31][CH2:32][Si:33]([CH3:36])([CH3:35])[CH3:34])[CH:18]=2)=[O:16])[CH2:9]1)=O)(C)(C)C.C([Cl:40])(=O)C. (3) Given the product [CH2:26]([O:25][C:23]([CH:20]1[CH2:21][CH2:22][N:17]([C:15]([C:11]2[CH:10]=[C:9]([NH:8][C:6]3[C:5]([F:28])=[CH:4][N:3]=[C:2]([NH:33][C:32]4[CH:34]=[CH:35][CH:36]=[C:30]([OH:29])[CH:31]=4)[N:7]=3)[CH:14]=[CH:13][CH:12]=2)=[O:16])[CH2:18][CH2:19]1)=[O:24])[CH3:27], predict the reactants needed to synthesize it. The reactants are: Cl[C:2]1[N:7]=[C:6]([NH:8][C:9]2[CH:14]=[CH:13][CH:12]=[C:11]([C:15]([N:17]3[CH2:22][CH2:21][CH:20]([C:23]([O:25][CH2:26][CH3:27])=[O:24])[CH2:19][CH2:18]3)=[O:16])[CH:10]=2)[C:5]([F:28])=[CH:4][N:3]=1.[OH:29][C:30]1[CH:31]=[C:32]([CH:34]=[CH:35][CH:36]=1)[NH2:33].